From a dataset of Forward reaction prediction with 1.9M reactions from USPTO patents (1976-2016). Predict the product of the given reaction. (1) Given the reactants [OH:1][C:2]1[CH:3]=[C:4]2[C:9](=[CH:10][CH:11]=1)[CH:8]=[N:7][CH:6]=[CH:5]2.[B-](F)(F)(F)F.C1C=CN=CC=1.C1C=CN=CC=1.[IH2+:29].FC(F)(F)S(O)(=O)=O, predict the reaction product. The product is: [I:29][C:3]1[C:2]([OH:1])=[CH:11][CH:10]=[C:9]2[C:4]=1[CH:5]=[CH:6][N:7]=[CH:8]2. (2) Given the reactants [Cl:1][C:2]1[CH:7]=[CH:6][C:5]([OH:8])=[CH:4][C:3]=1[C:9]([F:12])([F:11])[F:10].Cl[C:14]1[CH:19]=[C:18]([CH3:20])[C:17]([N+:21]([O-:23])=[O:22])=[CH:16][N:15]=1.C(=O)([O-])[O-].[K+].[K+].Cl, predict the reaction product. The product is: [Cl:1][C:2]1[CH:7]=[CH:6][C:5]([O:8][C:14]2[CH:19]=[C:18]([CH3:20])[C:17]([N+:21]([O-:23])=[O:22])=[CH:16][N:15]=2)=[CH:4][C:3]=1[C:9]([F:10])([F:11])[F:12]. (3) Given the reactants [N+](C1C=CC(C([O:10][C@@:11]([C:18]2[N:19]=[N:20][N:21]([CH2:23][C:24]3[CH:33]=[C:32]4[C:27]([C:28]([C:36](=[O:38])[CH3:37])=[CH:29][C:30]([C:34]#[N:35])=[N:31]4)=[CH:26][CH:25]=3)[CH:22]=2)([C:14]([F:17])([F:16])[F:15])[CH2:12][CH3:13])=O)=CC=1)([O-])=O.[OH-].[Li+], predict the reaction product. The product is: [C:36]([C:28]1[C:27]2[C:32](=[CH:33][C:24]([CH2:23][N:21]3[CH:22]=[C:18]([C@:11]([OH:10])([C:14]([F:15])([F:16])[F:17])[CH2:12][CH3:13])[N:19]=[N:20]3)=[CH:25][CH:26]=2)[N:31]=[C:30]([C:34]#[N:35])[CH:29]=1)(=[O:38])[CH3:37]. (4) Given the reactants [CH3:1][O:2][C:3]([C:5]1[CH:6]=[C:7]([Cl:30])[CH:8]=[C:9]2[C:14]=1[NH:13][CH:12]([C:15]1[CH:20]=[CH:19][CH:18]=[C:17]([NH:21][C:22]([C:25](O)=[O:26])([CH3:24])[CH3:23])[CH:16]=1)[C:11]([CH3:29])([CH3:28])[CH2:10]2)=[O:4].Cl.[CH3:32][N:33](C)CCCN=C=NCC.CN.C(N(CC)CC)C, predict the reaction product. The product is: [CH3:1][O:2][C:3]([C:5]1[CH:6]=[C:7]([Cl:30])[CH:8]=[C:9]2[C:14]=1[NH:13][CH:12]([C:15]1[CH:20]=[CH:19][CH:18]=[C:17]([NH:21][C:22]([CH3:24])([C:25](=[O:26])[NH:33][CH3:32])[CH3:23])[CH:16]=1)[C:11]([CH3:28])([CH3:29])[CH2:10]2)=[O:4]. (5) Given the reactants [NH:1]1[C:5]2[CH:6]=[C:7]([C:10]3[NH:11][C:12]4[N:13]([N:17]=[C:18]([C:20]([O:22]C)=O)[N:19]=4)[C:14](=[O:16])[CH:15]=3)[CH:8]=[CH:9][C:4]=2[N:3]=[N:2]1.[NH3:24], predict the reaction product. The product is: [NH:1]1[C:5]2[CH:6]=[C:7]([C:10]3[NH:11][C:12]4[N:13]([N:17]=[C:18]([C:20]([NH2:24])=[O:22])[N:19]=4)[C:14](=[O:16])[CH:15]=3)[CH:8]=[CH:9][C:4]=2[N:3]=[N:2]1. (6) Given the reactants Cl.Cl.Cl.Cl.[NH2:5][CH2:6][CH2:7][N:8]1[C:16]2[C:15]([NH:17][C:18]3[CH:19]=[C:20]4[C:24](=[CH:25][CH:26]=3)[N:23]([CH2:27][C:28]3[CH:33]=[CH:32][CH:31]=[CH:30][N:29]=3)[CH:22]=[CH:21]4)=[N:14][CH:13]=[N:12][C:11]=2[CH:10]=[CH:9]1.[OH:34][C:35]([CH3:41])([CH3:40])[CH2:36][C:37](O)=[O:38].ON1C2C=CC=CC=2N=N1.Cl.C(N=C=NCCCN(C)C)C, predict the reaction product. The product is: [OH:34][C:35]([CH3:41])([CH3:40])[CH2:36][C:37]([NH:5][CH2:6][CH2:7][N:8]1[C:16]2[C:15]([NH:17][C:18]3[CH:19]=[C:20]4[C:24](=[CH:25][CH:26]=3)[N:23]([CH2:27][C:28]3[CH:33]=[CH:32][CH:31]=[CH:30][N:29]=3)[CH:22]=[CH:21]4)=[N:14][CH:13]=[N:12][C:11]=2[CH:10]=[CH:9]1)=[O:38]. (7) Given the reactants [C:1]([C:3]1[CH:4]=[C:5]([C:13]2[O:17][N:16]=[C:15]([C:18]3[CH:23]=[CH:22][C:21]([O:24][CH2:25][CH2:26][CH2:27][CH2:28][C:29]([O:31]CC)=[O:30])=[CH:20][C:19]=3[F:34])[N:14]=2)[CH:6]=[CH:7][C:8]=1[O:9][CH:10]([CH3:12])[CH3:11])#[N:2].[OH-].[Na+], predict the reaction product. The product is: [C:1]([C:3]1[CH:4]=[C:5]([C:13]2[O:17][N:16]=[C:15]([C:18]3[CH:23]=[CH:22][C:21]([O:24][CH2:25][CH2:26][CH2:27][CH2:28][C:29]([OH:31])=[O:30])=[CH:20][C:19]=3[F:34])[N:14]=2)[CH:6]=[CH:7][C:8]=1[O:9][CH:10]([CH3:12])[CH3:11])#[N:2].